From a dataset of Forward reaction prediction with 1.9M reactions from USPTO patents (1976-2016). Predict the product of the given reaction. (1) Given the reactants [N+:1]([C:4]1[CH:5]=[CH:6][C:7]2[C:16]3[C:11](=[N:12][CH:13]=[CH:14][CH:15]=3)[O:10][C:9](=[O:17])[C:8]=2[CH:18]=1)([O-])=O, predict the reaction product. The product is: [NH2:1][C:4]1[CH:5]=[CH:6][C:7]2[C:16]3[C:11](=[N:12][CH:13]=[CH:14][CH:15]=3)[O:10][C:9](=[O:17])[C:8]=2[CH:18]=1. (2) Given the reactants Cl.[Cl:2][C:3]1[CH:4]=[C:5]2[C:9](=[CH:10][CH:11]=1)[NH:8][CH:7]=[C:6]2[CH2:12][CH2:13][NH2:14].[CH3:15][C:16]1[C:17]([C:27](Cl)=[O:28])=[N:18][N:19]([C:21]2[CH:26]=[CH:25][CH:24]=[CH:23][CH:22]=2)[N:20]=1.C(N(CC)CC)C.C(OCC)(=O)C, predict the reaction product. The product is: [Cl:2][C:3]1[CH:4]=[C:5]2[C:9](=[CH:10][CH:11]=1)[NH:8][CH:7]=[C:6]2[CH2:12][CH2:13][NH:14][C:27]([C:17]1[C:16]([CH3:15])=[N:20][N:19]([C:21]2[CH:26]=[CH:25][CH:24]=[CH:23][CH:22]=2)[N:18]=1)=[O:28]. (3) The product is: [NH2:14][C:9]1[CH:10]=[N:11][CH:12]=[CH:13][C:8]=1[N:5]1[CH2:6][CH:7]([CH3:25])[CH2:2][CH:3]([NH:17][C:18](=[O:24])[O:19][C:20]([CH3:21])([CH3:22])[CH3:23])[CH2:4]1. Given the reactants C[CH:2]1[CH2:7][CH2:6][N:5]([C:8]2[CH:13]=[CH:12][N:11]=[CH:10][C:9]=2[N+:14]([O-])=O)[CH2:4][CH:3]1[NH:17][C:18](=[O:24])[O:19][C:20]([CH3:23])([CH3:22])[CH3:21].[CH3:25]CO, predict the reaction product. (4) The product is: [CH2:20]([N:12]1[C:13]2[N:14]=[CH:15][NH:16][C:17]=2[C:18]2=[N:19][C:8]([CH2:7][O:6][C:5]3[CH:25]=[CH:26][C:2]([C:30]4[CH:31]=[CH:32][N:27]=[CH:28][CH:29]=4)=[CH:3][CH:4]=3)=[N:9][N:10]2[C:11]1=[O:24])[CH2:21][CH2:22][CH3:23]. Given the reactants Br[C:2]1[CH:26]=[CH:25][C:5]([O:6][CH2:7][C:8]2[N:19]=[C:18]3[N:10]([C:11](=[O:24])[N:12]([CH2:20][CH2:21][CH2:22][CH3:23])[C:13]4[N:14]=[CH:15][NH:16][C:17]=43)[N:9]=2)=[CH:4][CH:3]=1.[N:27]1[CH:32]=[CH:31][C:30](B(O)O)=[CH:29][CH:28]=1.C(=O)([O-])[O-].[Na+].[Na+], predict the reaction product. (5) Given the reactants [CH3:1][N:2]1[C:10]2[C:5](=[CH:6][CH:7]=[CH:8][CH:9]=2)[CH:4]=[CH:3]1.[BH4-].[Na+].C([O-])([O-])=O.[Na+].[Na+], predict the reaction product. The product is: [CH3:1][N:2]1[C:10]2[C:5](=[CH:6][CH:7]=[CH:8][CH:9]=2)[CH2:4][CH2:3]1. (6) Given the reactants [C:1]1([C:7]2[C:16]([C:17](=O)[CH3:18])=[CH:15][C:14]3[C:9](=[N:10][CH:11]=[CH:12][CH:13]=3)[N:8]=2)[CH:6]=[CH:5][CH:4]=[CH:3][CH:2]=1.[CH3:20][C:21]([S@@:24]([NH2:26])=[O:25])([CH3:23])[CH3:22].C([O-])(O)=O.[Na+], predict the reaction product. The product is: [CH3:20][C:21]([S@@:24](/[N:26]=[C:17](/[C:16]1[C:7]([C:1]2[CH:6]=[CH:5][CH:4]=[CH:3][CH:2]=2)=[N:8][C:9]2[C:14]([CH:15]=1)=[CH:13][CH:12]=[CH:11][N:10]=2)\[CH3:18])=[O:25])([CH3:23])[CH3:22]. (7) Given the reactants C(N(CC)C(C)C)(C)C.[SH:10][CH2:11][C:12]([O:14][CH3:15])=[O:13].C1(P(C2C=CC=CC=2)C2C3OC4C(=CC=CC=4P(C4C=CC=CC=4)C4C=CC=CC=4)C(C)(C)C=3C=CC=2)C=CC=CC=1.Br[C:59]1[CH:64]=[CH:63][C:62]([C:65](=[O:75])[C:66]([CH3:74])([N:68]2[CH2:73][CH2:72][O:71][CH2:70][CH2:69]2)[CH3:67])=[CH:61][CH:60]=1, predict the reaction product. The product is: [CH3:74][C:66]([N:68]1[CH2:69][CH2:70][O:71][CH2:72][CH2:73]1)([CH3:67])[C:65]([C:62]1[CH:63]=[CH:64][C:59]([S:10][CH2:11][C:12]([O:14][CH3:15])=[O:13])=[CH:60][CH:61]=1)=[O:75].